This data is from Peptide-MHC class I binding affinity with 185,985 pairs from IEDB/IMGT. The task is: Regression. Given a peptide amino acid sequence and an MHC pseudo amino acid sequence, predict their binding affinity value. This is MHC class I binding data. (1) The peptide sequence is ATQFNFNGHT. The MHC is HLA-A02:01 with pseudo-sequence HLA-A02:01. The binding affinity (normalized) is 0.0240. (2) The peptide sequence is LPIHTAELLA. The MHC is Patr-A0701 with pseudo-sequence Patr-A0701. The binding affinity (normalized) is 0.176. (3) The peptide sequence is IASPILFPF. The MHC is HLA-C03:03 with pseudo-sequence HLA-C03:03. The binding affinity (normalized) is 0.898. (4) The peptide sequence is QSLGAEIAV. The MHC is HLA-A02:01 with pseudo-sequence HLA-A02:01. The binding affinity (normalized) is 0.297. (5) The peptide sequence is YQFKSVEFDM. The MHC is H-2-Db with pseudo-sequence H-2-Db. The binding affinity (normalized) is 0.162. (6) The peptide sequence is NELGYSGYF. The MHC is HLA-A26:01 with pseudo-sequence HLA-A26:01. The binding affinity (normalized) is 0.0847. (7) The peptide sequence is LQSLENVAY. The MHC is HLA-A01:01 with pseudo-sequence HLA-A01:01. The binding affinity (normalized) is 0.0154. (8) The peptide sequence is SLVWAPLILAYF. The MHC is HLA-B42:01 with pseudo-sequence HLA-B42:01. The binding affinity (normalized) is 0.0853.